Dataset: Peptide-MHC class I binding affinity with 185,985 pairs from IEDB/IMGT. Task: Regression. Given a peptide amino acid sequence and an MHC pseudo amino acid sequence, predict their binding affinity value. This is MHC class I binding data. (1) The peptide sequence is ETMYLTMKAI. The MHC is HLA-A02:06 with pseudo-sequence HLA-A02:06. The binding affinity (normalized) is 0.244. (2) The peptide sequence is LQRNWSYGF. The MHC is HLA-B58:01 with pseudo-sequence HLA-B58:01. The binding affinity (normalized) is 0.0847. (3) The peptide sequence is RQDILDLWIY. The MHC is HLA-B35:01 with pseudo-sequence HLA-B35:01. The binding affinity (normalized) is 0. (4) The peptide sequence is PLTFGWCYKL. The MHC is HLA-B57:01 with pseudo-sequence HLA-B57:01. The binding affinity (normalized) is 0.374. (5) The peptide sequence is KEPQKPLVL. The MHC is HLA-B45:01 with pseudo-sequence HLA-B45:01. The binding affinity (normalized) is 0. (6) The peptide sequence is GQGQNSADPK. The MHC is HLA-A33:01 with pseudo-sequence HLA-A33:01. The binding affinity (normalized) is 0. (7) The peptide sequence is ILTAGLSVQ. The MHC is HLA-A02:01 with pseudo-sequence HLA-A02:01. The binding affinity (normalized) is 0. (8) The peptide sequence is VLLLVTHYA. The MHC is HLA-A02:01 with pseudo-sequence HLA-A02:01. The binding affinity (normalized) is 0.803. (9) The peptide sequence is GSRKSSSIL. The MHC is HLA-A30:01 with pseudo-sequence HLA-A30:01. The binding affinity (normalized) is 0.957.